This data is from Full USPTO retrosynthesis dataset with 1.9M reactions from patents (1976-2016). The task is: Predict the reactants needed to synthesize the given product. (1) Given the product [C:43]([NH:42][C:41]1[CH:40]=[C:39]([NH:38][C:11]2[N:16]=[C:15]([NH:17][CH2:18][CH:19]3[CH2:24][CH2:23][CH2:22][N:21]([C:25]([O:27][CH2:28][C:29]4[CH:34]=[CH:33][CH:32]=[CH:31][CH:30]=4)=[O:26])[CH2:20]3)[C:14]([C:35](=[O:37])[NH2:36])=[CH:13][N:12]=2)[CH:48]=[CH:47][CH:46]=1)(=[O:45])[CH3:44], predict the reactants needed to synthesize it. The reactants are: N1(O[C:11]2[N:16]=[C:15]([NH:17][CH2:18][CH:19]3[CH2:24][CH2:23][CH2:22][N:21]([C:25]([O:27][CH2:28][C:29]4[CH:34]=[CH:33][CH:32]=[CH:31][CH:30]=4)=[O:26])[CH2:20]3)[C:14]([C:35](=[O:37])[NH2:36])=[CH:13][N:12]=2)C2C=CC=CC=2N=N1.[NH2:38][C:39]1[CH:40]=[C:41]([CH:46]=[CH:47][CH:48]=1)[NH:42][C:43](=[O:45])[CH3:44].CC1C=CC(S(O)(=O)=O)=CC=1.O. (2) Given the product [CH2:33]([S:30]([NH:4][C:5]([CH:7]1[CH2:12][CH2:11][N:10]([C:13]2[C:23]([C:24]#[N:25])=[CH:22][C:16]([C:17]([O:19][CH2:20][CH3:21])=[O:18])=[C:15]([O:26][CH:27]([F:28])[F:29])[N:14]=2)[CH2:9][CH2:8]1)=[O:6])(=[O:32])=[O:31])[C:34]1[CH:35]=[CH:36][CH:37]=[CH:38][CH:39]=1, predict the reactants needed to synthesize it. The reactants are: C([N:4]([S:30]([CH2:33][C:34]1[CH:39]=[CH:38][CH:37]=[CH:36][CH:35]=1)(=[O:32])=[O:31])[C:5]([CH:7]1[CH2:12][CH2:11][N:10]([C:13]2[C:23]([C:24]#[N:25])=[CH:22][C:16]([C:17]([O:19][CH2:20][CH3:21])=[O:18])=[C:15]([O:26][CH:27]([F:29])[F:28])[N:14]=2)[CH2:9][CH2:8]1)=[O:6])C=C.C1(C)C=CC(S([O-])=O)=CC=1.[Na+]. (3) Given the product [NH2:1][C:2]1[CH:7]=[CH:6][CH:5]=[CH:4][C:3]=1[NH:8][C:9](=[O:29])[CH:10]=[CH:11][C:12]([CH3:28])=[CH:13][CH:14]([C:15](=[O:25])[C:16]1[CH:17]=[CH:18][C:19]([N:22]([CH3:24])[CH3:23])=[CH:20][CH:21]=1)[CH3:27], predict the reactants needed to synthesize it. The reactants are: [NH2:1][C:2]1[CH:7]=[CH:6][CH:5]=[CH:4][C:3]=1[NH:8][C:9](=[O:29])[CH:10]=[CH:11][C:12]([CH3:28])=[CH:13][CH:14]([CH3:27])[CH:15]([O:25]C)[C:16]1[CH:21]=[CH:20][C:19]([N:22]([CH3:24])[CH3:23])=[CH:18][CH:17]=1.ClC1C(=O)C(C#N)=C(C#N)C(=O)C=1Cl. (4) Given the product [CH3:20][O:19][C:16]1[CH:17]=[CH:18][C:10]([C:6]([C:2]2[S:1][CH:5]=[CH:4][CH:3]=2)=[O:7])=[C:11]([CH:15]=1)[C:12]([OH:14])=[O:13], predict the reactants needed to synthesize it. The reactants are: [S:1]1[CH:5]=[CH:4][CH:3]=[C:2]1[C:6](Cl)=[O:7].Br[C:10]1[CH:18]=[CH:17][C:16]([O:19][CH3:20])=[CH:15][C:11]=1[C:12]([OH:14])=[O:13]. (5) Given the product [C:35]1([P:41]([C:42]2[CH:47]=[CH:46][CH:45]=[CH:44][CH:43]=2)([C:11]2[CH:32]=[CH:31][CH:30]=[CH:29][C:12]=2[C:13]([C:15]2[CH:20]=[CH:19][CH:18]=[CH:17][C:16]=2[P:41]([C:54]2[CH:53]=[CH:55][CH:47]=[CH:42][CH:43]=2)([C:35]2[CH:40]=[CH:39][CH:38]=[CH:37][CH:36]=2)=[O:48])=[O:14])=[O:48])[CH:36]=[CH:37][CH:38]=[CH:39][CH:40]=1, predict the reactants needed to synthesize it. The reactants are: CS(C)=O.FC(F)(F)S(O[C:11]1[CH:32]=[CH:31][CH:30]=[CH:29][C:12]=1[C:13]([C:15]1[CH:20]=[CH:19][CH:18]=[CH:17][C:16]=1OS(C(F)(F)F)(=O)=O)=[O:14])(=O)=O.[C:35]1([PH:41](=[O:48])[C:42]2[CH:47]=[CH:46][CH:45]=[CH:44][CH:43]=2)[CH:40]=[CH:39][CH:38]=[CH:37][CH:36]=1.C(N(CC)[CH:53]([CH3:55])[CH3:54])(C)C. (6) The reactants are: Br[C:2]1[CH:3]=[C:4]([S:10]([CH2:13][CH2:14][O:15][CH:16]2[CH2:21][CH2:20][CH2:19][CH2:18][O:17]2)(=[O:12])=[O:11])[CH:5]=[CH:6][C:7]=1[O:8][CH3:9].[CH3:22][C:23]1([CH3:39])[C:27]([CH3:29])([CH3:28])[O:26][B:25]([B:25]2[O:26][C:27]([CH3:29])([CH3:28])[C:23]([CH3:39])([CH3:22])[O:24]2)[O:24]1.C(O[K])(C)=O.CC(=O)OCC. Given the product [CH3:9][O:8][C:7]1[CH:6]=[CH:5][C:4]([S:10]([CH2:13][CH2:14][O:15][CH:16]2[CH2:21][CH2:20][CH2:19][CH2:18][O:17]2)(=[O:12])=[O:11])=[CH:3][C:2]=1[B:25]1[O:26][C:27]([CH3:29])([CH3:28])[C:23]([CH3:39])([CH3:22])[O:24]1, predict the reactants needed to synthesize it. (7) Given the product [C:1]12([C:11]3[CH:12]=[CH:13][C:14]([NH2:17])=[CH:15][CH:16]=3)[CH2:2][CH:3]3[CH2:4][CH:5]([CH2:6][CH:7]([CH2:9]3)[CH2:8]1)[CH2:10]2, predict the reactants needed to synthesize it. The reactants are: [C:1]12([C:11]3[CH:16]=[CH:15][C:14]([NH:17]C(=O)OC(C)(C)C)=[CH:13][CH:12]=3)[CH2:10][CH:5]3[CH2:6][CH:7]([CH2:9][CH:3]([CH2:4]3)[CH2:2]1)[CH2:8]2.Cl.C(OCC)(=O)C.